Task: Predict the reactants needed to synthesize the given product.. Dataset: Full USPTO retrosynthesis dataset with 1.9M reactions from patents (1976-2016) The reactants are: C([N:8]1[CH:13]2[CH2:14][CH2:15][CH:9]1[CH2:10][N:11]([C:16]([O:18][C:19]([CH3:22])([CH3:21])[CH3:20])=[O:17])[CH2:12]2)C1C=CC=CC=1. Given the product [NH4+:8].[OH-:17].[CH:9]12[NH:8][CH:13]([CH2:14][CH2:15]1)[CH2:12][N:11]([C:16]([O:18][C:19]([CH3:22])([CH3:21])[CH3:20])=[O:17])[CH2:10]2, predict the reactants needed to synthesize it.